The task is: Predict which catalyst facilitates the given reaction.. This data is from Catalyst prediction with 721,799 reactions and 888 catalyst types from USPTO. (1) Product: [CH2:15]([NH:14][C:12](=[O:13])[NH:11][C:8]1[S:9][CH:10]=[C:6]([C:4]([OH:5])=[O:3])[N:7]=1)[C:16]1[CH:21]=[CH:20][CH:19]=[CH:18][CH:17]=1. The catalyst class is: 8. Reactant: C([O:3][C:4]([C:6]1[N:7]=[C:8]([NH:11][C:12]([NH:14][CH2:15][C:16]2[CH:21]=[CH:20][CH:19]=[CH:18][CH:17]=2)=[O:13])[S:9][CH:10]=1)=[O:5])C.[OH-].[Na+]. (2) Reactant: [CH3:1][O:2][CH:3]1[CH2:8][CH2:7][N:6]([C:9]2[CH:10]=[CH:11][C:12]([N+:23]([O-:25])=[O:24])=[C:13](OS(C(F)(F)F)(=O)=O)[CH:14]=2)[CH2:5][CH2:4]1.CC1(C)C(C)(C)OB([C:34]2[CH2:39][C:38]([CH3:41])([CH3:40])[CH2:37][C:36]([CH3:43])([CH3:42])[CH:35]=2)O1. Product: [CH3:1][O:2][CH:3]1[CH2:8][CH2:7][N:6]([C:9]2[CH:10]=[CH:11][C:12]([N+:23]([O-:25])=[O:24])=[C:13]([C:34]3[CH2:39][C:38]([CH3:41])([CH3:40])[CH2:37][C:36]([CH3:43])([CH3:42])[CH:35]=3)[CH:14]=2)[CH2:5][CH2:4]1. The catalyst class is: 149.